This data is from Reaction yield outcomes from USPTO patents with 853,638 reactions. The task is: Predict the reaction yield, written as a fraction of the theoretical maximum amount of product (1.0 means a 100% yield; for example, 0.34 means a 34% yield). (1) The reactants are [OH:1][C:2]1[C:3]([C:14]2[O:15][C:16]([CH2:19][CH2:20][C:21](=[O:23])[CH3:22])=[CH:17][CH:18]=2)=[C:4]([CH2:9][C:10]([O:12]C)=[O:11])[CH:5]=[C:6]([OH:8])[CH:7]=1.[OH-].[Na+].Cl. The catalyst is C(#N)C. The product is [OH:1][C:2]1[C:3]([C:14]2[O:15][C:16]([CH2:19][CH2:20][C:21](=[O:23])[CH3:22])=[CH:17][CH:18]=2)=[C:4]([CH2:9][C:10]([OH:12])=[O:11])[CH:5]=[C:6]([OH:8])[CH:7]=1. The yield is 0.520. (2) The reactants are [CH2:1]1[O:3][C@@H:2]1[CH2:4][OH:5].[NH:6]1[CH2:11][CH2:10][O:9][CH2:8][CH2:7]1. The catalyst is C(O)C. The product is [N:6]1([CH2:1][C@H:2]([OH:3])[CH2:4][OH:5])[CH2:11][CH2:10][O:9][CH2:8][CH2:7]1. The yield is 1.13. (3) The reactants are [CH2:1]([N:8]1[CH2:12][CH2:11][C@H:10]([OH:13])[CH2:9]1)[C:2]1[CH:7]=[CH:6][CH:5]=[CH:4][CH:3]=1.N12CCN(CC1)CC2.[C:22]1([CH3:32])[CH:27]=[CH:26][C:25]([S:28](Cl)(=[O:30])=[O:29])=[CH:24][CH:23]=1. The catalyst is COC(C)(C)C. The product is [CH2:1]([N:8]1[CH2:12][CH2:11][C@H:10]([O:13][S:28]([C:25]2[CH:26]=[CH:27][C:22]([CH3:32])=[CH:23][CH:24]=2)(=[O:30])=[O:29])[CH2:9]1)[C:2]1[CH:3]=[CH:4][CH:5]=[CH:6][CH:7]=1. The yield is 0.940.